This data is from Full USPTO retrosynthesis dataset with 1.9M reactions from patents (1976-2016). The task is: Predict the reactants needed to synthesize the given product. (1) Given the product [Br:1][C:2]1[S:11][C:5]2[N:6]=[CH:7][N:8]=[C:9]([N:39]3[CH2:40][CH2:41][CH:36]([CH2:35][O:34][CH2:33][CH2:32][N:27]4[CH2:31][CH2:30][CH2:29][CH2:28]4)[CH2:37][CH2:38]3)[C:4]=2[C:3]=1[C:12]1[CH:17]=[CH:16][CH:15]=[CH:14][CH:13]=1, predict the reactants needed to synthesize it. The reactants are: [Br:1][C:2]1[S:11][C:5]2[N:6]=[CH:7][N:8]=[C:9](Cl)[C:4]=2[C:3]=1[C:12]1[CH:17]=[CH:16][CH:15]=[CH:14][CH:13]=1.C(N(C(C)C)CC)(C)C.[N:27]1([CH2:32][CH2:33][O:34][CH2:35][CH:36]2[CH2:41][CH2:40][NH:39][CH2:38][CH2:37]2)[CH2:31][CH2:30][CH2:29][CH2:28]1. (2) Given the product [C:10]([C:7]1[CH:8]=[CH:9][C:4]([CH2:3][NH:2][C:32](=[O:33])[C:31]2[CH:35]=[CH:36][C:37]([CH3:38])=[C:29]([CH3:28])[CH:30]=2)=[C:5]([NH:16][CH2:17][C:18]([OH:20])=[O:19])[CH:6]=1)(=[NH:11])[NH2:14], predict the reactants needed to synthesize it. The reactants are: Cl.[NH2:2][CH2:3][C:4]1[CH:9]=[CH:8][C:7]([C:10]2[N:14]=C(C)O[N:11]=2)=[CH:6][C:5]=1[NH:16][CH2:17][C:18]([O:20]CC1C=CC=CC=1)=[O:19].[CH3:28][C:29]1[CH:30]=[C:31]([CH:35]=[CH:36][C:37]=1[CH3:38])[C:32](O)=[O:33]. (3) Given the product [Br:32][C:16]1[CH:17]=[C:18]([CH:19]=[C:20]([O:21][C:22]([F:25])([F:23])[F:24])[C:15]=1[CH2:14][N:11]1[CH2:12][CH2:13][NH:8][CH2:9][CH2:10]1)[C:26]([NH:119][CH2:120][C:121]1[CH:126]=[C:125]([Cl:127])[CH:124]=[CH:123][C:122]=1[S:128]([CH2:131][CH3:132])(=[O:130])=[O:129])=[O:28], predict the reactants needed to synthesize it. The reactants are: C(OC([N:8]1[CH2:13][CH2:12][N:11]([CH2:14][C:15]2[C:20]([O:21][C:22]([F:25])([F:24])[F:23])=[CH:19][C:18]([C:26]([O:28]CC)=O)=[C:17](N)[C:16]=2[Br:32])[CH2:10][CH2:9]1)=O)(C)(C)C.C(OC(N1CCN(CC2C(OC(F)(F)F)=CC(C(OCC)=O)=CC=2Cl)CC1)=O)(C)(C)C.C(OC(N1CCN(CC2C(OC(F)(F)F)=CC(C(O)=O)=CC=2Cl)CC1)=O)(C)(C)C.C(OC(N1CCN(CC2C(OC(F)(F)F)=CC(C(=O)[NH:119][CH2:120][C:121]3[CH:126]=[C:125]([Cl:127])[CH:124]=[CH:123][C:122]=3[S:128]([CH2:131][CH3:132])(=[O:130])=[O:129])=CC=2Cl)CC1)=O)(C)(C)C. (4) Given the product [Cl:28][C:25]1[CH:24]=[CH:23][C:22]([CH:9]2[C:8]3[NH:4][C:5]([C:35]4[CH:36]=[N:37][C:32]([O:31][CH3:30])=[CH:33][CH:34]=4)=[N:6][C:7]=3[C:11](=[O:12])[N:10]2[C:13]2[CH:18]=[C:17]([CH3:19])[C:16](=[O:20])[N:15]([CH3:21])[CH:14]=2)=[CH:27][CH:26]=1, predict the reactants needed to synthesize it. The reactants are: C([N:4]1[C:8]2[CH:9]([C:22]3[CH:27]=[CH:26][C:25]([Cl:28])=[CH:24][CH:23]=3)[N:10]([C:13]3[CH:18]=[C:17]([CH3:19])[C:16](=[O:20])[N:15]([CH3:21])[CH:14]=3)[C:11](=[O:12])[C:7]=2[N:6]=[C:5]1Br)C=C.[CH3:30][O:31][C:32]1[N:37]=[CH:36][C:35](B(O)O)=[CH:34][CH:33]=1. (5) Given the product [CH3:47][C@H:37]1[N:36]2[C:28](=[CH:29][C:30]3[C:31]2=[N:32][CH:33]=[CH:34][CH:35]=3)[C:40](=[O:41])[NH:39][CH2:38]1, predict the reactants needed to synthesize it. The reactants are: C(OC(N1C[C@@H](C)N2[C@H](CC3C2=NC(Br)=CC=3)C1)=O)(C)(C)C.C(OC([C:28]1[N:36]([C@H:37]([CH3:47])[CH2:38][NH:39][C:40](OC(C)(C)C)=[O:41])[C:31]2=[N:32][CH:33]=[CH:34][CH:35]=[C:30]2[CH:29]=1)=O)C. (6) Given the product [F:15][C:12]([F:13])([F:14])[CH2:11][O:10][C:6]1[CH:5]=[C:4]([NH2:1])[CH:9]=[CH:8][N:7]=1, predict the reactants needed to synthesize it. The reactants are: [N+:1]([C:4]1[CH:9]=[CH:8][N:7]=[C:6]([O:10][CH2:11][C:12]([F:15])([F:14])[F:13])[CH:5]=1)([O-])=O. (7) Given the product [F:21][C@@H:19]1[CH2:20][N:16]([C:14](=[O:15])[CH2:13][NH:12][C:7]23[CH2:10][CH2:11][C:4]([C:1]([O:3][CH2:28][C:27]4[CH:30]=[CH:31][CH:32]=[CH:33][C:26]=4[C:25]([F:24])([F:34])[F:35])=[O:2])([CH2:9][CH2:8]2)[CH2:5][CH2:6]3)[C@H:17]([C:22]#[N:23])[CH2:18]1, predict the reactants needed to synthesize it. The reactants are: [C:1]([C:4]12[CH2:11][CH2:10][C:7]([NH:12][CH2:13][C:14]([N:16]3[CH2:20][C@@H:19]([F:21])[CH2:18][C@H:17]3[C:22]#[N:23])=[O:15])([CH2:8][CH2:9]1)[CH2:6][CH2:5]2)([OH:3])=[O:2].[F:24][C:25]([F:35])([F:34])[C:26]1[CH:33]=[CH:32][CH:31]=[CH:30][C:27]=1[CH2:28]Br. (8) Given the product [Cl:21][C:22]1[CH:23]=[C:24]([C:8]2[CH:9]=[C:10]3[C:5](=[CH:6][CH:7]=2)[C:4](=[O:19])[CH2:3][C:2]3([CH3:1])[CH3:20])[CH:25]=[CH:26][C:27]=1[F:28], predict the reactants needed to synthesize it. The reactants are: [CH3:1][C:2]1([CH3:20])[C:10]2[C:5](=[CH:6][CH:7]=[C:8](OS(C(F)(F)F)(=O)=O)[CH:9]=2)[C:4](=[O:19])[CH2:3]1.[Cl:21][C:22]1[CH:23]=[C:24](B(O)O)[CH:25]=[CH:26][C:27]=1[F:28]. (9) Given the product [Cl:1][C:2]1[N:7]=[CH:6][C:5]([CH2:8][S:9]([CH:12]([CH2:21][CH2:20][S:19][C:16]([F:18])([F:17])[F:15])[C:13]#[N:14])(=[O:10])=[O:11])=[CH:4][CH:3]=1, predict the reactants needed to synthesize it. The reactants are: [Cl:1][C:2]1[N:7]=[CH:6][C:5]([CH2:8][S:9]([CH2:12][C:13]#[N:14])(=[O:11])=[O:10])=[CH:4][CH:3]=1.[F:15][C:16]([S:19][CH2:20][CH2:21]OS(C(F)(F)F)(=O)=O)([F:18])[F:17].